This data is from Catalyst prediction with 721,799 reactions and 888 catalyst types from USPTO. The task is: Predict which catalyst facilitates the given reaction. (1) Reactant: [NH:1]1[CH2:6][CH2:5][CH:4]([C:7]2[CH:15]=[CH:14][CH:13]=[C:12]3[C:8]=2[CH2:9][C:10](=[O:16])[NH:11]3)[CH2:3][CH2:2]1.[C:17]1([S:23]([C:26]2[C:27]([CH2:34][CH2:35][C:36]([OH:38])=[O:37])=[C:28]([CH:32]=O)[NH:29][C:30]=2[CH3:31])(=[O:25])=[O:24])[CH:22]=[CH:21][CH:20]=[CH:19][CH:18]=1.CC(O/N=C(/C(NCC=O)=O)\C1N=C(N)SC=1)(C(O)=O)C.N1CCCCC1. Product: [C:17]1([S:23]([C:26]2[C:27]([CH2:34][CH2:35][C:36]([OH:38])=[O:37])=[C:28](/[CH:32]=[C:9]3\[C:10](=[O:16])[NH:11][C:12]4[C:8]\3=[C:7]([CH:4]3[CH2:3][CH2:2][NH:1][CH2:6][CH2:5]3)[CH:15]=[CH:14][CH:13]=4)[NH:29][C:30]=2[CH3:31])(=[O:24])=[O:25])[CH:18]=[CH:19][CH:20]=[CH:21][CH:22]=1. The catalyst class is: 8. (2) Reactant: [Br:1][C:2]1[CH:7]=[C:6]([NH:8][C:9](=[O:16])[C:10]([OH:15])([CH3:14])[CH2:11][CH2:12][CH3:13])[CH:5]=[C:4]([O:17]C)[N:3]=1. Product: [Br:1][C:2]1[NH:3][C:4](=[O:17])[CH:5]=[C:6]([NH:8][C:9](=[O:16])[C:10]([OH:15])([CH3:14])[CH2:11][CH2:12][CH3:13])[CH:7]=1. The catalyst class is: 570. (3) Reactant: [Cl:1][C:2]1[CH:16]=[CH:15][C:5]2[N:6]=[C:7]([NH:9][CH:10]3[CH2:14][CH2:13][NH:12][CH2:11]3)[O:8][C:4]=2[CH:3]=1.Cl.[CH3:18][C:19]1[CH:27]=[CH:26][CH:25]=[CH:24][C:20]=1[C:21](O)=[O:22].CN(C(ON1N=NC2C=CC=CC1=2)=[N+](C)C)C.[B-](F)(F)(F)F.CCN(C(C)C)C(C)C. Product: [Cl:1][C:2]1[CH:16]=[CH:15][C:5]2[N:6]=[C:7]([NH:9][C@@H:10]3[CH2:14][CH2:13][N:12]([C:21]([C:20]4[CH:24]=[CH:25][CH:26]=[CH:27][C:19]=4[CH3:18])=[O:22])[CH2:11]3)[O:8][C:4]=2[CH:3]=1. The catalyst class is: 3. (4) Reactant: [Cl:1][C:2]1[CH:10]=[CH:9][C:8]([C:11]2[N:12]([C:22]([O:24][C:25]([CH3:28])([CH3:27])[CH3:26])=[O:23])[C:13]3[C:18]([CH:19]=2)=[CH:17][C:16]([CH:20]=O)=[CH:15][CH:14]=3)=[C:7]2[C:3]=1[CH2:4][NH:5][C:6]2=[O:29].Br.[Br:31][CH:32]1[CH2:37][CH2:36][NH:35][CH2:34][CH2:33]1.C(O)(=O)C.C(O[BH-](OC(=O)C)OC(=O)C)(=O)C.[Na+].C(=O)([O-])[O-].[Na+].[Na+]. Product: [Cl:1][C:2]1[CH:10]=[CH:9][C:8]([C:11]2[N:12]([C:22]([O:24][C:25]([CH3:28])([CH3:26])[CH3:27])=[O:23])[C:13]3[C:18]([CH:19]=2)=[CH:17][C:16]([CH2:20][N:35]2[CH2:36][CH2:37][CH:32]([Br:31])[CH2:33][CH2:34]2)=[CH:15][CH:14]=3)=[C:7]2[C:3]=1[CH2:4][NH:5][C:6]2=[O:29]. The catalyst class is: 47. (5) Reactant: N1C=CC=CC=1.[C:7](Cl)(=[O:15])[O:8][C:9]1[CH:14]=[CH:13][CH:12]=[CH:11][CH:10]=1.[C:17]1([N:23]2[CH2:28][CH2:27][CH:26]([NH2:29])[CH2:25][CH2:24]2)[CH:22]=[CH:21][CH:20]=[CH:19][CH:18]=1.C(=O)(O)[O-].[Na+]. Product: [C:17]1([N:23]2[CH2:24][CH2:25][CH:26]([NH:29][C:7](=[O:15])[O:8][C:9]3[CH:14]=[CH:13][CH:12]=[CH:11][CH:10]=3)[CH2:27][CH2:28]2)[CH:22]=[CH:21][CH:20]=[CH:19][CH:18]=1. The catalyst class is: 7.